Dataset: Full USPTO retrosynthesis dataset with 1.9M reactions from patents (1976-2016). Task: Predict the reactants needed to synthesize the given product. Given the product [S:1]1[CH:5]=[CH:4][N:3]=[C:2]1[CH2:10][NH:20][CH2:19][CH2:18][CH:14]1[CH2:15][CH2:16][CH2:17][N:13]1[CH3:12], predict the reactants needed to synthesize it. The reactants are: [S:1]1[C:5]2C=CC=C[C:4]=2[N:3]=[C:2]1[CH:10]=O.[CH3:12][N:13]1[CH2:17][CH2:16][CH2:15][CH:14]1[CH2:18][CH2:19][NH2:20].[Na].